Dataset: Peptide-MHC class I binding affinity with 185,985 pairs from IEDB/IMGT. Task: Regression. Given a peptide amino acid sequence and an MHC pseudo amino acid sequence, predict their binding affinity value. This is MHC class I binding data. (1) The peptide sequence is HAIFTYTGGY. The MHC is HLA-A11:01 with pseudo-sequence HLA-A11:01. The binding affinity (normalized) is 0.548. (2) The peptide sequence is KSYINRTGTF. The MHC is Mamu-A02 with pseudo-sequence Mamu-A02. The binding affinity (normalized) is 1.00. (3) The peptide sequence is RPSTKNFFEL. The MHC is HLA-B07:02 with pseudo-sequence HLA-B07:02. The binding affinity (normalized) is 0.769. (4) The peptide sequence is RTWFYRTEF. The MHC is HLA-C06:02 with pseudo-sequence HLA-C06:02. The binding affinity (normalized) is 0.0847. (5) The peptide sequence is QSKNSKFK. The MHC is HLA-B27:05 with pseudo-sequence HLA-B27:05. The binding affinity (normalized) is 0. (6) The peptide sequence is LSLNFLHRL. The MHC is H-2-Kb with pseudo-sequence H-2-Kb. The binding affinity (normalized) is 0.730. (7) The peptide sequence is AQYIGLVES. The MHC is HLA-A68:02 with pseudo-sequence HLA-A68:02. The binding affinity (normalized) is 0.